Dataset: Forward reaction prediction with 1.9M reactions from USPTO patents (1976-2016). Task: Predict the product of the given reaction. (1) Given the reactants [NH2:1][C:2]1[CH:6]=CNN=1.CO[C:9](=[O:20])[C:10]1[CH:15]=[CH:14][CH:13]=[C:12]([O:16][CH:17]([F:19])[F:18])[CH:11]=1, predict the reaction product. The product is: [F:19][CH:17]([F:18])[O:16][C:12]1[CH:11]=[C:10]([C:9](=[O:20])[CH2:6][C:2]#[N:1])[CH:15]=[CH:14][CH:13]=1. (2) Given the reactants Cl.[Cl:2][C:3]1[CH:15]=[CH:14][C:6]([O:7][CH:8]2[CH2:13][CH2:12][NH:11][CH2:10][CH2:9]2)=[C:5]([CH3:16])[CH:4]=1.C(N(CC)CC)C.[CH:24]1([C:29](Cl)=[O:30])[CH2:28][CH:27]=[CH:26][CH2:25]1.O, predict the reaction product. The product is: [Cl:2][C:3]1[CH:15]=[CH:14][C:6]([O:7][CH:8]2[CH2:9][CH2:10][N:11]([C:29]([CH:24]3[CH2:28][CH:27]=[CH:26][CH2:25]3)=[O:30])[CH2:12][CH2:13]2)=[C:5]([CH3:16])[CH:4]=1. (3) The product is: [NH2:37][C:23]1[C:24]2[CH:25]=[CH:26][CH:27]=[C:18]([S:15]([N:12]3[CH2:13][CH2:14][CH:10]([NH:8][CH3:9])[CH2:11]3)(=[O:17])=[O:16])[C:19]=2[C:20]([Br:29])=[CH:21][N:22]=1.[ClH:28]. Given the reactants C(OC([N:8]([CH:10]1[CH2:14][CH2:13][N:12]([S:15]([C:18]2[C:19]3[C:20]([Br:29])=[CH:21][N:22]=[C:23]([Cl:28])[C:24]=3[CH:25]=[CH:26][CH:27]=2)(=[O:17])=[O:16])[CH2:11]1)[CH3:9])=O)(C)(C)C.C(OC([NH:37][C@H]1CCN(S(C2C3C(Cl)=CN=C(Cl)C=3C=CC=2)(=O)=O)C1)=O)(C)(C)C, predict the reaction product. (4) Given the reactants [NH2:1][C:2]1[CH:3]=[CH:4][C:5]2[C:11]([CH3:13])([CH3:12])[CH2:10][CH2:9][C:8](=[O:14])[N:7]([CH2:15][CH3:16])[C:6]=2[CH:17]=1.Cl[C:19]1[N:24]=[C:23]([NH:25][C:26]2[C:31]([S:32]([CH:35]([CH3:37])[CH3:36])(=[O:34])=[O:33])=[CH:30][CH:29]=[CH:28][C:27]=2[F:38])[C:22]([Cl:39])=[CH:21][N:20]=1, predict the reaction product. The product is: [Cl:39][C:22]1[C:23]([NH:25][C:26]2[C:31]([S:32]([CH:35]([CH3:36])[CH3:37])(=[O:34])=[O:33])=[CH:30][CH:29]=[CH:28][C:27]=2[F:38])=[N:24][C:19]([NH:1][C:2]2[CH:3]=[CH:4][C:5]3[C:11]([CH3:12])([CH3:13])[CH2:10][CH2:9][C:8](=[O:14])[N:7]([CH2:15][CH3:16])[C:6]=3[CH:17]=2)=[N:20][CH:21]=1. (5) Given the reactants [C:1]1([C:9](OC)=[O:10])([C:5]([O:7][CH3:8])=[O:6])[CH2:4][CH2:3][CH2:2]1.[H-].C([Al+]CC(C)C)C(C)C.C1(C)C=CC=CC=1, predict the reaction product. The product is: [CH:9]([C:1]1([C:5]([O:7][CH3:8])=[O:6])[CH2:4][CH2:3][CH2:2]1)=[O:10].